Dataset: Catalyst prediction with 721,799 reactions and 888 catalyst types from USPTO. Task: Predict which catalyst facilitates the given reaction. (1) Reactant: O.Cl.[OH:3][C:4]12[C:15]3[C:10](=[C:11]([N+:16]([O-])=O)[CH:12]=[CH:13][CH:14]=3)[C:9](=[O:19])[C:8]1([NH:20][C:21](=[O:25])[CH2:22][CH2:23][CH3:24])[C:7]1[CH:26]=[CH:27][C:28]([CH:30]([CH3:32])[CH3:31])=[CH:29][C:6]=1[O:5]2. Product: [NH2:16][C:11]1[CH:12]=[CH:13][CH:14]=[C:15]2[C:10]=1[C:9](=[O:19])[C:8]1([NH:20][C:21](=[O:25])[CH2:22][CH2:23][CH3:24])[C:7]3[CH:26]=[CH:27][C:28]([CH:30]([CH3:31])[CH3:32])=[CH:29][C:6]=3[O:5][C:4]12[OH:3]. The catalyst class is: 447. (2) Reactant: CCN(S(F)(F)[F:7])CC.O[CH2:11][C:12]1[CH:21]=[CH:20][C:19]2[C:14](=[CH:15][CH:16]=[CH:17][C:18]=2[N:22]2[CH2:27][CH2:26][N:25]([C:28]([O:30][C:31]([CH3:34])([CH3:33])[CH3:32])=[O:29])[CH2:24][CH2:23]2)[N:13]=1. Product: [F:7][CH2:11][C:12]1[CH:21]=[CH:20][C:19]2[C:14](=[CH:15][CH:16]=[CH:17][C:18]=2[N:22]2[CH2:27][CH2:26][N:25]([C:28]([O:30][C:31]([CH3:34])([CH3:33])[CH3:32])=[O:29])[CH2:24][CH2:23]2)[N:13]=1. The catalyst class is: 2.